Dataset: NCI-60 drug combinations with 297,098 pairs across 59 cell lines. Task: Regression. Given two drug SMILES strings and cell line genomic features, predict the synergy score measuring deviation from expected non-interaction effect. (1) Drug 1: C1=CC(=CC=C1C#N)C(C2=CC=C(C=C2)C#N)N3C=NC=N3. Drug 2: CC1C(C(CC(O1)OC2CC(CC3=C2C(=C4C(=C3O)C(=O)C5=CC=CC=C5C4=O)O)(C(=O)C)O)N)O. Cell line: HL-60(TB). Synergy scores: CSS=50.2, Synergy_ZIP=5.51, Synergy_Bliss=4.36, Synergy_Loewe=-10.8, Synergy_HSA=4.79. (2) Drug 1: CC12CCC(CC1=CCC3C2CCC4(C3CC=C4C5=CN=CC=C5)C)O. Drug 2: CC12CCC3C(C1CCC2O)C(CC4=C3C=CC(=C4)O)CCCCCCCCCS(=O)CCCC(C(F)(F)F)(F)F. Cell line: BT-549. Synergy scores: CSS=1.38, Synergy_ZIP=0.164, Synergy_Bliss=1.43, Synergy_Loewe=-0.0160, Synergy_HSA=0.322.